From a dataset of Full USPTO retrosynthesis dataset with 1.9M reactions from patents (1976-2016). Predict the reactants needed to synthesize the given product. (1) The reactants are: Cl.[C:2]1(=[O:12])[C:6]2([CH2:11][CH2:10][CH2:9][NH:8][CH2:7]2)[CH2:5][CH2:4][NH:3]1.C(N(CC)CC)C.[Br:20][C:21]1[CH:26]=[C:25]([C:27]([F:30])([F:29])[F:28])[CH:24]=[CH:23][C:22]=1[S:31](Cl)(=[O:33])=[O:32]. Given the product [Br:20][C:21]1[CH:26]=[C:25]([C:27]([F:29])([F:28])[F:30])[CH:24]=[CH:23][C:22]=1[S:31]([N:8]1[CH2:9][CH2:10][CH2:11][C:6]2([C:2](=[O:12])[NH:3][CH2:4][CH2:5]2)[CH2:7]1)(=[O:33])=[O:32], predict the reactants needed to synthesize it. (2) Given the product [F:23][C:2]1([F:1])[CH2:3][CH2:4][CH:5]([CH2:8][CH:9]2[CH2:14][CH:13]([C:15]([OH:17])=[O:16])[CH2:12][CH2:11][N:10]2[C:19]([O:21][CH3:22])=[O:20])[CH2:6][CH2:7]1, predict the reactants needed to synthesize it. The reactants are: [F:1][C:2]1([F:23])[CH2:7][CH2:6][CH:5]([CH2:8][CH:9]2[CH2:14][CH:13]([C:15]([O:17]C)=[O:16])[CH2:12][CH2:11][N:10]2[C:19]([O:21][CH3:22])=[O:20])[CH2:4][CH2:3]1.[Br-].[Li+].CCN(CC)CC.CC(OC)(C)C. (3) Given the product [C:1]([O:5][C:6](=[O:30])[NH:7][C@H:8]([CH2:9][O:10][Si:11]([C:24]([CH3:27])([CH3:26])[CH3:25])([C:18]1[CH:23]=[CH:22][CH:21]=[CH:20][CH:19]=1)[C:12]1[CH:17]=[CH:16][CH:15]=[CH:14][CH:13]=1)[CH2:28][S:38][C:33]1[CH:34]=[CH:35][CH:36]=[CH:37][C:32]=1[NH2:31])([CH3:4])([CH3:3])[CH3:2], predict the reactants needed to synthesize it. The reactants are: [C:1]([O:5][C:6](=[O:30])[NH:7][C@@H:8]([CH2:28]Cl)[CH2:9][O:10][Si:11]([C:24]([CH3:27])([CH3:26])[CH3:25])([C:18]1[CH:23]=[CH:22][CH:21]=[CH:20][CH:19]=1)[C:12]1[CH:17]=[CH:16][CH:15]=[CH:14][CH:13]=1)([CH3:4])([CH3:3])[CH3:2].[NH2:31][C:32]1[CH:37]=[CH:36][CH:35]=[CH:34][C:33]=1[SH:38].C(=O)([O-])[O-].[Cs+].[Cs+]. (4) Given the product [Cl:1][C:2]1[CH:3]=[C:4]([CH:7]=[C:8]([N:10]2[CH2:15][CH2:14][CH:13]([OH:16])[CH2:12][CH2:11]2)[N:9]=1)[C:5]([NH2:6])=[O:22], predict the reactants needed to synthesize it. The reactants are: [Cl:1][C:2]1[CH:3]=[C:4]([CH:7]=[C:8]([N:10]2[CH2:15][CH2:14][CH:13]([OH:16])[CH2:12][CH2:11]2)[N:9]=1)[C:5]#[N:6].ClC1C=C(C=C(Cl)N=1)C(N)=[O:22].OC1CCNCC1. (5) Given the product [CH3:21][Si:18]([CH3:20])([CH3:19])[CH2:17][CH2:16][O:15][C:13](=[O:14])[CH2:12][C:6]1[C:5]2[C:9](=[CH:10][C:2]([F:1])=[C:3]([O:22][CH3:23])[CH:4]=2)[N:8]([C:39](=[O:40])[C:38]2[CH:42]=[CH:43][C:35]([Cl:34])=[CH:36][CH:37]=2)[C:7]=1[CH3:11], predict the reactants needed to synthesize it. The reactants are: [F:1][C:2]1[CH:10]=[C:9]2[C:5]([C:6]([CH2:12][C:13]([O:15][CH2:16][CH2:17][Si:18]([CH3:21])([CH3:20])[CH3:19])=[O:14])=[C:7]([CH3:11])[NH:8]2)=[CH:4][C:3]=1[O:22][CH3:23].C[Si]([N-][Si](C)(C)C)(C)C.[K+].[Cl:34][C:35]1[CH:43]=[CH:42][C:38]([C:39](Cl)=[O:40])=[CH:37][CH:36]=1.[Cl-].[NH4+]. (6) Given the product [F:27][C:24]1[CH:23]=[CH:22][C:21]([C:16]2[C:17](=[O:20])[N:18]([CH3:19])[C:13]([NH:12][CH2:11][CH2:10][C@H:34]([NH:43][C:6](=[O:7])[CH2:5][OH:4])[C:35]3[CH:40]=[CH:39][CH:38]=[CH:37][CH:36]=3)=[N:14][C:15]=2[C:28]2[CH:33]=[CH:32][N:31]=[CH:30][CH:29]=2)=[CH:26][CH:25]=1, predict the reactants needed to synthesize it. The reactants are: C([O:4][CH2:5][C:6](Cl)=[O:7])(=O)C.N[C@@H:10]([CH2:34][C:35]1[CH:40]=[CH:39][CH:38]=[CH:37][CH:36]=1)[CH2:11][NH:12][C:13]1[N:18]([CH3:19])[C:17](=[O:20])[C:16]([C:21]2[CH:26]=[CH:25][C:24]([F:27])=[CH:23][CH:22]=2)=[C:15]([C:28]2[CH:33]=[CH:32][N:31]=[CH:30][CH:29]=2)[N:14]=1.C([N:43](CC)CC)C. (7) Given the product [CH:1]1([NH:4][C:5]([NH:7][C:8]2[CH:13]=[CH:12][C:11]([O:14][C:15]3[CH:20]=[CH:19][N:18]=[C:17]4[CH:21]=[C:22]([C:24]5[N:25]=[CH:26][N:27]([CH2:29][CH2:30][N:37]6[CH2:38][CH2:39][N:34]([CH3:33])[CH2:35][CH2:36]6)[CH:28]=5)[S:23][C:16]=34)=[C:10]([F:32])[CH:9]=2)=[O:6])[CH2:2][CH2:3]1, predict the reactants needed to synthesize it. The reactants are: [CH:1]1([NH:4][C:5]([NH:7][C:8]2[CH:13]=[CH:12][C:11]([O:14][C:15]3[CH:20]=[CH:19][N:18]=[C:17]4[CH:21]=[C:22]([C:24]5[N:25]=[CH:26][N:27]([CH2:29][CH:30]=O)[CH:28]=5)[S:23][C:16]=34)=[C:10]([F:32])[CH:9]=2)=[O:6])[CH2:3][CH2:2]1.[CH3:33][N:34]1[CH2:39][CH2:38][NH:37][CH2:36][CH2:35]1.CC(O)=O.C(O[BH-](OC(=O)C)OC(=O)C)(=O)C.[Na+]. (8) Given the product [C:24]([O:23][C:21](=[O:22])[N:20]([CH:16]([CH:13]1[CH2:14][CH2:15][NH:11][CH2:12]1)[CH2:17][C:18]#[N:19])[CH3:28])([CH3:25])([CH3:26])[CH3:27], predict the reactants needed to synthesize it. The reactants are: C(OC([N:11]1[CH2:15][CH2:14][CH:13]([CH:16]([NH:20][C:21]([O:23][C:24]([CH3:27])([CH3:26])[CH3:25])=[O:22])[CH2:17][C:18]#[N:19])[CH2:12]1)=O)C1C=CC=CC=1.[CH2:28]1COCC1.